From a dataset of Forward reaction prediction with 1.9M reactions from USPTO patents (1976-2016). Predict the product of the given reaction. (1) Given the reactants [S:1]1[C:5]2[CH:6]=[CH:7][CH:8]=[CH:9][C:4]=2[C:3]([N:10]2[CH2:15][CH2:14][N:13]([CH2:16][C@@H:17]3[CH2:22][CH2:21][CH2:20][CH2:19][C@H:18]3[CH2:23][N:24]3[C:32](=[O:33])[C@H:31]4[C@H:26]([C@H:27]5[CH2:34][C@@H:30]4[CH2:29][CH2:28]5)[C:25]3=[O:35])[CH2:12][CH2:11]2)=[N:2]1.CC[O:38]CC.[ClH:41], predict the reaction product. The product is: [OH2:33].[OH2:38].[ClH:41].[ClH:41].[S:1]1[C:5]2[CH:6]=[CH:7][CH:8]=[CH:9][C:4]=2[C:3]([N:10]2[CH2:11][CH2:12][N:13]([CH2:16][C@@H:17]3[CH2:22][CH2:21][CH2:20][CH2:19][C@H:18]3[CH2:23][N:24]3[C:25](=[O:35])[C@H:26]4[C@H:31]([C@H:30]5[CH2:34][C@@H:27]4[CH2:28][CH2:29]5)[C:32]3=[O:33])[CH2:14][CH2:15]2)=[N:2]1. (2) Given the reactants [Cl:1][C:2]1[C:3]([F:11])=[CH:4][C:5]([OH:10])=[C:6]([CH:9]=1)[CH:7]=[O:8].[CH3:12][O:13][C:14](=[O:19])[C:15](Br)([CH3:17])[CH3:16].C([O-])([O-])=O.[K+].[K+], predict the reaction product. The product is: [CH3:12][O:13][C:14](=[O:19])[C:15]([O:10][C:5]1[CH:4]=[C:3]([F:11])[C:2]([Cl:1])=[CH:9][C:6]=1[CH:7]=[O:8])([CH3:17])[CH3:16]. (3) Given the reactants [CH3:1][C:2]1[S:3][CH:4]=[C:5]([NH:7][C:8]([C:10]2[C:15]([NH2:16])=[CH:14][CH:13]=[C:12]([CH3:17])[N:11]=2)=[O:9])[N:6]=1.Br[C:19]1[CH:20]=[N:21][CH:22]=[C:23]([F:25])[CH:24]=1, predict the reaction product. The product is: [CH3:1][C:2]1[S:3][CH:4]=[C:5]([NH:7][C:8]([C:10]2[C:15]([NH:16][C:19]3[CH:20]=[N:21][CH:22]=[C:23]([F:25])[CH:24]=3)=[CH:14][CH:13]=[C:12]([CH3:17])[N:11]=2)=[O:9])[N:6]=1. (4) Given the reactants [CH3:1][O:2][C:3]1[N:8]=[C:7]2NC(S(CC3C(C)=C(OC)C=CN=3)=O)=N[C:6]2=[CH:5][C:4]=1[CH3:24].[OH-].[Na+], predict the reaction product. The product is: [CH3:1][O:2][C:3]1[C:4]([CH3:24])=[CH:5][CH:6]=[CH:7][N:8]=1. (5) Given the reactants [CH2:1]([NH:8][C:9](=[O:34])[C@@H:10]([CH2:31][O:32][CH3:33])[NH:11]C(C1C=CC=CC=1)(C1C=CC=CC=1)C1C=CC=CC=1)[C:2]1[CH:7]=[CH:6][CH:5]=[CH:4][CH:3]=1.Cl, predict the reaction product. The product is: [CH2:1]([NH:8][C:9](=[O:34])[C@@H:10]([CH2:31][O:32][CH3:33])[NH2:11])[C:2]1[CH:7]=[CH:6][CH:5]=[CH:4][CH:3]=1.